Predict the product of the given reaction. From a dataset of Forward reaction prediction with 1.9M reactions from USPTO patents (1976-2016). (1) The product is: [CH3:9][C:10]1[CH:15]=[CH:14][C:13]([N+:16]([O-:18])=[O:17])=[CH:12][C:11]=1[N:19]=[C:20]1[NH:8][C@H:3]([CH2:4][CH:5]([CH3:7])[CH3:6])[CH2:2][S:21]1. Given the reactants O[CH2:2][C@@H:3]([NH2:8])[CH2:4][CH:5]([CH3:7])[CH3:6].[CH3:9][C:10]1[CH:15]=[CH:14][C:13]([N+:16]([O-:18])=[O:17])=[CH:12][C:11]=1[N:19]=[C:20]=[S:21], predict the reaction product. (2) Given the reactants [Cl:1][C:2]1[C:3]2[N:4]([C:9]([CH2:12][CH:13]3[CH2:15][CH2:14]3)=[N:10][N:11]=2)[CH:5]=[CH:6][C:7]=1I.[N:16]1[CH:21]=[CH:20][C:19]([CH:22]2[CH2:24][CH:23]2[CH2:25][NH2:26])=[CH:18][CH:17]=1, predict the reaction product. The product is: [Cl:1][C:2]1[C:3]2[N:4]([C:9]([CH2:12][CH:13]3[CH2:15][CH2:14]3)=[N:10][N:11]=2)[CH:5]=[CH:6][C:7]=1[NH:26][CH2:25][CH:23]1[CH2:24][CH:22]1[C:19]1[CH:18]=[CH:17][N:16]=[CH:21][CH:20]=1. (3) Given the reactants [CH:1]1([CH2:4][O:5][C:6]2[C:7]([C:16]3[C:25]4[CH2:24][CH2:23][CH2:22][CH2:21][C:20]=4[C:19](=[O:26])[N:18]([CH3:27])[CH:17]=3)=[N:8][C:9](S(C)(=O)=O)=[N:10][CH:11]=2)[CH2:3][CH2:2]1.[CH3:28][S:29]([NH2:32])(=[O:31])=[O:30], predict the reaction product. The product is: [CH:1]1([CH2:4][O:5][C:6]2[C:7]([C:16]3[C:25]4[CH2:24][CH2:23][CH2:22][CH2:21][C:20]=4[C:19](=[O:26])[N:18]([CH3:27])[CH:17]=3)=[N:8][C:9]([NH:32][S:29]([CH3:28])(=[O:31])=[O:30])=[N:10][CH:11]=2)[CH2:3][CH2:2]1. (4) Given the reactants F[B-](F)(F)F.[CH:26]([C:20]1[CH:19]=[C:18]([I+][C:18]2[CH:23]=[CH:22][C:21]([O:24][CH3:25])=[C:20]([CH:26]([CH3:28])[CH3:27])[CH:19]=2)[CH:23]=[CH:22][C:21]=1[O:24][CH3:25])([CH3:28])[CH3:27].[CH2:29]([O:31][C:32](=[O:42])[C:33]1[CH:38]=[C:37]([Cl:39])[C:36]([OH:40])=[C:35]([Cl:41])[CH:34]=1)[CH3:30], predict the reaction product. The product is: [CH2:29]([O:31][C:32](=[O:42])[C:33]1[CH:38]=[C:37]([Cl:39])[C:36]([O:40][C:18]2[CH:23]=[CH:22][C:21]([O:24][CH3:25])=[C:20]([CH:26]([CH3:27])[CH3:28])[CH:19]=2)=[C:35]([Cl:41])[CH:34]=1)[CH3:30]. (5) Given the reactants [CH:1]([C:4]1[CH:10]=[CH:9][C:7]([NH2:8])=[CH:6][CH:5]=1)([CH3:3])[CH3:2].[N+:11]([O-])([OH:13])=[O:12], predict the reaction product. The product is: [CH:1]([C:4]1[CH:10]=[CH:9][C:7]([NH2:8])=[CH:6][C:5]=1[N+:11]([O-:13])=[O:12])([CH3:3])[CH3:2]. (6) The product is: [CH:1]([O:4][C:5]1[C:14]2[C:9](=[CH:10][C:11]([C:15]([N:32]3[CH2:33][CH2:34][N:29]([S:26]([CH3:25])(=[O:28])=[O:27])[CH2:30][CH2:31]3)=[O:17])=[CH:12][CH:13]=2)[CH:8]=[C:7]([NH:18][C:19]2[CH:23]=[C:22]([CH3:24])[NH:21][N:20]=2)[N:6]=1)([CH3:2])[CH3:3]. Given the reactants [CH:1]([O:4][C:5]1[C:14]2[C:9](=[CH:10][C:11]([C:15]([OH:17])=O)=[CH:12][CH:13]=2)[CH:8]=[C:7]([NH:18][C:19]2[CH:23]=[C:22]([CH3:24])[NH:21][N:20]=2)[N:6]=1)([CH3:3])[CH3:2].[CH3:25][S:26]([N:29]1[CH2:34][CH2:33][NH:32][CH2:31][CH2:30]1)(=[O:28])=[O:27], predict the reaction product. (7) Given the reactants I[C:2]1[CH:11]=[CH:10][C:5]([C:6]([O:8][CH3:9])=[O:7])=[CH:4][CH:3]=1.C(N(CC)CC)C.[C:19]([O:23][C:24]([N:26]1[C:35]2[C:30](=[CH:31][CH:32]=[C:33]([CH:36]([CH2:39][CH2:40][CH2:41][CH2:42][CH3:43])[C:37]#[CH:38])[CH:34]=2)[C:29]([CH3:45])([CH3:44])[CH2:28][CH2:27]1)=[O:25])([CH3:22])([CH3:21])[CH3:20], predict the reaction product. The product is: [C:19]([O:23][C:24]([N:26]1[C:35]2[C:30](=[CH:31][CH:32]=[C:33]([CH:36]([CH2:39][CH2:40][CH2:41][CH2:42][CH3:43])[C:37]#[C:38][C:2]3[CH:11]=[CH:10][C:5]([C:6]([O:8][CH3:9])=[O:7])=[CH:4][CH:3]=3)[CH:34]=2)[C:29]([CH3:44])([CH3:45])[CH2:28][CH2:27]1)=[O:25])([CH3:22])([CH3:21])[CH3:20].